This data is from Forward reaction prediction with 1.9M reactions from USPTO patents (1976-2016). The task is: Predict the product of the given reaction. (1) The product is: [OH:31][C@@:24]1([C:22]#[C:23][C:2]2[CH:7]=[CH:6][N:5]=[C:4]([N:8]3[C:16]4[CH2:15][C:14]([CH3:18])([CH3:17])[CH2:13][CH2:12][C:11]=4[C:10]([C:19]([NH2:21])=[O:20])=[N:9]3)[CH:3]=2)[CH2:28][CH2:27][N:26]([CH3:29])[C:25]1=[O:30]. Given the reactants I[C:2]1[CH:7]=[CH:6][N:5]=[C:4]([N:8]2[C:16]3[CH2:15][C:14]([CH3:18])([CH3:17])[CH2:13][CH2:12][C:11]=3[C:10]([C:19]([NH2:21])=[O:20])=[N:9]2)[CH:3]=1.[C:22]([C@:24]1([OH:31])[CH2:28][CH2:27][N:26]([CH3:29])[C:25]1=[O:30])#[CH:23], predict the reaction product. (2) Given the reactants [H-].[Na+].[CH:3]1([C:8]([O:10]C)=O)[CH2:7][CH2:6][CH2:5][CH2:4]1.[O:12]([C:19]1[CH:24]=[CH:23][C:22]([C:25](=[O:27])[CH3:26])=[CH:21][CH:20]=1)[C:13]1[CH:18]=[CH:17][CH:16]=[CH:15][CH:14]=1.C(O)C, predict the reaction product. The product is: [CH:3]1([C:8](=[O:10])[CH2:26][C:25]([C:22]2[CH:23]=[CH:24][C:19]([O:12][C:13]3[CH:18]=[CH:17][CH:16]=[CH:15][CH:14]=3)=[CH:20][CH:21]=2)=[O:27])[CH2:4][CH2:5][CH2:6][CH2:7]1. (3) Given the reactants [C:1]1([C@H:7]([N:9]2[CH:17]3[CH:13]([CH2:14][O:15][CH2:16]3)[O:12][CH2:11][C:10]2=O)[CH3:8])[CH:6]=[CH:5][CH:4]=[CH:3][CH:2]=1.CO, predict the reaction product. The product is: [C:1]1([C@H:7]([N:9]2[C@H:17]3[C@@H:13]([CH2:14][O:15][CH2:16]3)[O:12][CH2:11][CH2:10]2)[CH3:8])[CH:6]=[CH:5][CH:4]=[CH:3][CH:2]=1. (4) Given the reactants Cl.[CH2:2]1[C:7]2([CH2:12][CH2:11][NH:10][CH2:9][CH2:8]2)[CH2:6][CH2:5][CH:4]([NH:13][C:14]2[C:19]([Cl:20])=[CH:18][N:17]=[C:16]([NH:21][C:22]3[N:23]=[CH:24][N:25]([CH3:27])[CH:26]=3)[N:15]=2)[CH2:3]1.[C:28]([CH2:30][C:31](O)=[O:32])#[N:29].C1C=NC2N(O)N=NC=2C=1.CCN=C=NCCCN(C)C, predict the reaction product. The product is: [Cl:20][C:19]1[C:14]([NH:13][CH:4]2[CH2:5][CH2:6][C:7]3([CH2:8][CH2:9][N:10]([C:31](=[O:32])[CH2:30][C:28]#[N:29])[CH2:11][CH2:12]3)[CH2:2][CH2:3]2)=[N:15][C:16]([NH:21][C:22]2[N:23]=[CH:24][N:25]([CH3:27])[CH:26]=2)=[N:17][CH:18]=1. (5) Given the reactants [Br:1][C:2]1[CH:10]=[C:9]([F:11])[CH:8]=[C:7]2[C:3]=1[C:4]([S:21][C:22]1[CH:27]=[CH:26][C:25]([Cl:28])=[CH:24][CH:23]=1)=[C:5]1[CH:15]([CH2:16][C:17]([O:19]C)=[O:18])[CH2:14][CH2:13][CH2:12][N:6]12.C1COCC1.CO.[Li+].[OH-], predict the reaction product. The product is: [Br:1][C:2]1[CH:10]=[C:9]([F:11])[CH:8]=[C:7]2[C:3]=1[C:4]([S:21][C:22]1[CH:23]=[CH:24][C:25]([Cl:28])=[CH:26][CH:27]=1)=[C:5]1[CH:15]([CH2:16][C:17]([OH:19])=[O:18])[CH2:14][CH2:13][CH2:12][N:6]12. (6) Given the reactants [C:1]1([S:7]([C:10]2[CH:11]=[CH:12][C:13]([CH3:25])=[C:14]([S:16]([NH:19][CH2:20][CH2:21][C:22](O)=[O:23])(=[O:18])=[O:17])[CH:15]=2)(=[O:9])=[O:8])[CH:6]=[CH:5][CH:4]=[CH:3][CH:2]=1.C(Cl)(=O)C(Cl)=O.C1(S(C2C=CC(C)=C(S(NCCC(Cl)=O)(=O)=O)C=2)(=O)=O)C=CC=CC=1.[NH:57]1[CH2:61][CH2:60][CH2:59][CH2:58]1.C(N(CC)CC)C, predict the reaction product. The product is: [CH3:25][C:13]1[CH:12]=[CH:11][C:10]([S:7]([C:1]2[CH:2]=[CH:3][CH:4]=[CH:5][CH:6]=2)(=[O:9])=[O:8])=[CH:15][C:14]=1[S:16]([NH:19][CH2:20][CH2:21][C:22](=[O:23])[N:57]1[CH2:61][CH2:60][CH2:59][CH2:58]1)(=[O:18])=[O:17].